This data is from Reaction yield outcomes from USPTO patents with 853,638 reactions. The task is: Predict the reaction yield, written as a fraction of the theoretical maximum amount of product (1.0 means a 100% yield; for example, 0.34 means a 34% yield). The reactants are [C:1]1([CH:6]=[C:7]2[C:16](=O)[C:15]3[C:10](=[CH:11][C:12]([C:18]([O:20][CH3:21])=[O:19])=[CH:13][CH:14]=3)[O:9][CH2:8]2)[CH2:5][CH2:4][CH2:3][CH:2]=1.Cl.[NH:23]([C:25]1[CH:32]=[CH:31][C:28]([C:29]#[N:30])=[C:27]([CH3:33])[CH:26]=1)[NH2:24].C(OCC)(=O)C.CCCCCC. The catalyst is C(O)C. The product is [C:29]([C:28]1[CH:31]=[CH:32][C:25]([N:23]2[CH:6]([C:1]3[CH2:5][CH2:4][CH2:3][CH:2]=3)[CH:7]3[CH2:8][O:9][C:10]4[CH:11]=[C:12]([C:18]([O:20][CH3:21])=[O:19])[CH:13]=[CH:14][C:15]=4[C:16]3=[N:24]2)=[CH:26][C:27]=1[CH3:33])#[N:30]. The yield is 0.330.